From a dataset of Full USPTO retrosynthesis dataset with 1.9M reactions from patents (1976-2016). Predict the reactants needed to synthesize the given product. (1) Given the product [C:31]([NH:34][C@:35]1([CH:48]([CH2:50][CH3:51])[CH3:49])[CH2:39][CH2:38][N:37]([C@@H:40]([CH2:44][CH:45]=[CH2:46])[C:41]([NH:29][C@H:19]([C@H:18]([OH:30])[CH2:17][NH:16][C@@H:7]2[C:8]3[C:13](=[CH:12][CH:11]=[C:10]([O:14][CH3:15])[CH:9]=3)[C@H:5]([O:4][CH2:1][CH:2]=[CH2:3])[CH2:6]2)[CH2:20][C:21]2[CH:26]=[CH:25][CH:24]=[CH:23][CH:22]=2)=[O:42])[C:36]1=[O:47])(=[O:33])[CH3:32], predict the reactants needed to synthesize it. The reactants are: [CH2:1]([O:4][C@H:5]1[C:13]2[C:8](=[CH:9][C:10]([O:14][CH3:15])=[CH:11][CH:12]=2)[C@@H:7]([NH:16][CH2:17][C@@H:18]([OH:30])[C@@H:19]([NH2:29])[CH2:20][C:21]2[CH:26]=[C:25](F)[CH:24]=[C:23](F)[CH:22]=2)[CH2:6]1)[CH:2]=[CH2:3].[C:31]([NH:34][C@:35]1([CH:48]([CH2:50][CH3:51])[CH3:49])[CH2:39][CH2:38][N:37]([C@@H:40]([CH2:44][CH:45]=[CH2:46])[C:41](O)=[O:42])[C:36]1=[O:47])(=[O:33])[CH3:32].C(Cl)CCl.C1C=CC2N(O)N=NC=2C=1.CCN(C(C)C)C(C)C. (2) Given the product [C:1]([O:5][C:6](=[O:33])[C@@H:7]([NH:25][C:26]([O:28][C:29]([CH3:32])([CH3:31])[CH3:30])=[O:27])[CH2:8][C@H:9]([CH2:17][C:18]1[CH:23]=[CH:22][C:21]([Sn:38]([CH2:52][CH2:53][CH2:54][CH3:55])([CH2:56][CH2:57][CH2:58][CH3:59])[CH2:34][CH2:35][CH2:36][CH3:37])=[CH:20][CH:19]=1)[C:10]([O:12][C:13]([CH3:16])([CH3:15])[CH3:14])=[O:11])([CH3:4])([CH3:3])[CH3:2], predict the reactants needed to synthesize it. The reactants are: [C:1]([O:5][C:6](=[O:33])[C@@H:7]([NH:25][C:26]([O:28][C:29]([CH3:32])([CH3:31])[CH3:30])=[O:27])[CH2:8][C@H:9]([CH2:17][C:18]1[CH:23]=[CH:22][C:21](I)=[CH:20][CH:19]=1)[C:10]([O:12][C:13]([CH3:16])([CH3:15])[CH3:14])=[O:11])([CH3:4])([CH3:3])[CH3:2].[CH2:34]([Sn:38]([CH2:56][CH2:57][CH2:58][CH3:59])([CH2:52][CH2:53][CH2:54][CH3:55])[Sn:38]([CH2:52][CH2:53][CH2:54][CH3:55])([CH2:56][CH2:57][CH2:58][CH3:59])[CH2:34][CH2:35][CH2:36][CH3:37])[CH2:35][CH2:36][CH3:37].